This data is from Full USPTO retrosynthesis dataset with 1.9M reactions from patents (1976-2016). The task is: Predict the reactants needed to synthesize the given product. (1) Given the product [OH:1][CH2:2][CH2:3][CH2:4][CH2:5][N:6]([CH:23]=[CH:24][CH2:25][CH2:26][CH3:27])[S:7]([C:10]1[CH:15]=[CH:14][C:13]([C:16]2[CH:21]=[CH:20][CH:19]=[CH:18][CH:17]=2)=[CH:12][CH:11]=1)(=[O:9])=[O:8], predict the reactants needed to synthesize it. The reactants are: [OH:1][CH2:2][CH2:3][CH2:4][CH2:5][NH:6][S:7]([C:10]1[CH:15]=[CH:14][C:13]([C:16]2[CH:21]=[CH:20][CH:19]=[CH:18][CH:17]=2)=[CH:12][CH:11]=1)(=[O:9])=[O:8].Br[CH2:23][CH2:24][CH2:25][CH:26]=[CH2:27]. (2) The reactants are: C([O:8][C:9]1[CH:10]=[CH:11][C:12]([CH:36]=[CH:37][CH2:38][CH3:39])=[C:13]([CH:35]=1)[O:14][CH2:15][CH2:16][C:17]1[N:18]=[C:19]([C:23]2[CH:28]=[CH:27][C:26]([C:29]3[CH:34]=[CH:33][CH:32]=[CH:31][CH:30]=3)=[CH:25][CH:24]=2)[O:20][C:21]=1[CH3:22])C1C=CC=CC=1.[H][H]. Given the product [CH2:36]([C:12]1[CH:11]=[CH:10][C:9]([OH:8])=[CH:35][C:13]=1[O:14][CH2:15][CH2:16][C:17]1[N:18]=[C:19]([C:23]2[CH:24]=[CH:25][C:26]([C:29]3[CH:34]=[CH:33][CH:32]=[CH:31][CH:30]=3)=[CH:27][CH:28]=2)[O:20][C:21]=1[CH3:22])[CH2:37][CH2:38][CH3:39], predict the reactants needed to synthesize it.